Dataset: Reaction yield outcomes from USPTO patents with 853,638 reactions. Task: Predict the reaction yield, written as a fraction of the theoretical maximum amount of product (1.0 means a 100% yield; for example, 0.34 means a 34% yield). (1) The catalyst is ClCCl. The yield is 1.00. The reactants are C([Si](C)(C)[O:6][C:7]1[CH:8]=[C:9]([CH:34]=[CH:35][C:36]=1[F:37])[C:10]([N:12]1[C:21]2[C:16](=[CH:17][CH:18]=[CH:19][CH:20]=2)[C@H:15]([N:22]([C:26]2[CH:31]=[CH:30][C:29]([Cl:32])=[CH:28][CH:27]=2)[C:23](=[O:25])[CH3:24])[CH2:14][C@@H:13]1[CH3:33])=[O:11])(C)(C)C.CCCC[N+](CCCC)(CCCC)CCCC.[F-]. The product is [Cl:32][C:29]1[CH:28]=[CH:27][C:26]([N:22]([C@H:15]2[C:16]3[C:21](=[CH:20][CH:19]=[CH:18][CH:17]=3)[N:12]([C:10](=[O:11])[C:9]3[CH:34]=[CH:35][C:36]([F:37])=[C:7]([OH:6])[CH:8]=3)[C@@H:13]([CH3:33])[CH2:14]2)[C:23](=[O:25])[CH3:24])=[CH:31][CH:30]=1. (2) The reactants are C1(P(C2CCCCC2)C2CCCCC2)CCCCC1.C1([B-](C2C=CC=CC=2)(C2C=CC=CC=2)C2C=CC=CC=2)C=CC=CC=1.[Na+].[CH2:46]([O:49][CH2:50]/[CH:51]=[CH:52]/[C:53]1[CH:58]=[CH:57][CH:56]=[C:55]([O:59][CH2:60][C:61]2[CH:66]=[CH:65][CH:64]=[CH:63][CH:62]=2)[CH:54]=1)[CH:47]=[CH2:48]. The catalyst is CC(OC)(C)C. The product is [CH2:60]([O:59][C:55]1[CH:56]=[CH:57][CH:58]=[C:53](/[CH:52]=[CH:51]/[CH2:50][O:49]/[CH:46]=[CH:47]/[CH3:48])[CH:54]=1)[C:61]1[CH:62]=[CH:63][CH:64]=[CH:65][CH:66]=1. The yield is 0.960. (3) The reactants are [F:1][C:2]1[CH:3]=[CH:4][C:5]([C:15]([O:17][CH3:18])=[O:16])=[N:6][C:7]=1[CH:8]1[CH2:13][CH2:12][CH:11]([OH:14])[CH2:10][CH2:9]1.N1C=CN=C1.[CH3:24][C:25]([Si:28](Cl)([CH3:30])[CH3:29])([CH3:27])[CH3:26].C(OCC)(=O)C. The catalyst is CN(C=O)C. The product is [Si:28]([O:14][CH:11]1[CH2:10][CH2:9][CH:8]([C:7]2[N:6]=[C:5]([C:15]([O:17][CH3:18])=[O:16])[CH:4]=[CH:3][C:2]=2[F:1])[CH2:13][CH2:12]1)([C:25]([CH3:27])([CH3:26])[CH3:24])([CH3:30])[CH3:29]. The yield is 0.970. (4) The reactants are Cl[C:2]1[N:10]=[C:9](Cl)[C:8](F)=[CH:7][C:3]=1[C:4]([NH2:6])=[O:5].[OH:13][C:14]1[CH:19]=[CH:18][C:17]([C:20]([N:22]2[CH2:27][CH2:26][O:25][CH2:24][CH2:23]2)=[O:21])=[CH:16][CH:15]=1.C(O[C:33](=[O:40])[NH:34][C@H:35]1[CH2:39][CH2:38][NH:37][CH2:36]1)(C)(C)C.[C:41](O)(=O)[CH:42]=C. No catalyst specified. The product is [C:33]([NH:34][C@H:35]1[CH2:39][CH2:38][N:37]([C:9]2[CH:8]=[CH:7][C:3]([C:4]([NH2:6])=[O:5])=[C:2]([O:13][C:14]3[CH:15]=[CH:16][C:17]([C:20]([N:22]4[CH2:23][CH2:24][O:25][CH2:26][CH2:27]4)=[O:21])=[CH:18][CH:19]=3)[N:10]=2)[CH2:36]1)(=[O:40])[CH:41]=[CH2:42]. The yield is 0.440.